Task: Predict which catalyst facilitates the given reaction.. Dataset: Catalyst prediction with 721,799 reactions and 888 catalyst types from USPTO (1) Reactant: [NH:1]1[CH2:6][CH2:5][CH:4]([C:7]([C:9]2[CH:14]=[CH:13][CH:12]=[CH:11][N:10]=2)=[O:8])[CH2:3][CH2:2]1.Br[CH2:16][C:17]([O:19][CH2:20][CH3:21])=[O:18].C(N(CC)CC)C. Product: [CH2:20]([O:19][C:17](=[O:18])[CH2:16][N:1]1[CH2:6][CH2:5][CH:4]([C:7]([C:9]2[CH:14]=[CH:13][CH:12]=[CH:11][N:10]=2)=[O:8])[CH2:3][CH2:2]1)[CH3:21]. The catalyst class is: 10. (2) Product: [Br:1][C:2]1[N:3]=[C:4]([NH:21][CH2:22][CH:23]([CH3:24])[CH3:25])[C:5]2[N:6]([C:8]([C:11]3[CH:19]=[CH:18][C:14]([C:15]([NH:29][CH:26]4[CH2:28][CH2:27]4)=[O:16])=[C:13]([CH3:20])[CH:12]=3)=[CH:9][N:10]=2)[CH:7]=1. Reactant: [Br:1][C:2]1[N:3]=[C:4]([NH:21][CH2:22][CH:23]([CH3:25])[CH3:24])[C:5]2[N:6]([C:8]([C:11]3[CH:19]=[CH:18][C:14]([C:15](O)=[O:16])=[C:13]([CH3:20])[CH:12]=3)=[CH:9][N:10]=2)[CH:7]=1.[CH:26]1([NH2:29])[CH2:28][CH2:27]1.F[P-](F)(F)(F)(F)F.CN([C+](N(C)C)N1C2C(=NC=CC=2)[N+]([O-])=N1)C.C(N(C(C)C)C(C)C)C. The catalyst class is: 60. (3) Reactant: [CH3:1][N:2]([CH3:12])[S:3]([CH:6]1[CH2:11][CH2:10][NH:9][CH2:8][CH2:7]1)(=[O:5])=[O:4].[H-].[Na+].[Br:15][C:16]1[CH:25]=[C:24]2[C:19]([N:20](Cl)[CH2:21][CH:22]=[N:23]2)=[CH:18][CH:17]=1.O. Product: [Br:15][C:16]1[CH:25]=[C:24]2[C:19]([N:20]=[CH:21][C:22]([N:9]3[CH2:8][CH2:7][CH:6]([S:3]([N:2]([CH3:12])[CH3:1])(=[O:5])=[O:4])[CH2:11][CH2:10]3)=[N:23]2)=[CH:18][CH:17]=1. The catalyst class is: 9. (4) Reactant: [CH3:1][O:2][C:3]1[CH:11]=[CH:10][C:6]([CH2:7][CH2:8][OH:9])=[CH:5][CH:4]=1.C1C=C[NH+]=CC=1.[O-][Cr](Cl)(=O)=O.CC([O-])=O.[Na+]. Product: [CH3:1][O:2][C:3]1[CH:11]=[CH:10][C:6]([CH2:7][CH:8]=[O:9])=[CH:5][CH:4]=1. The catalyst class is: 2. (5) Reactant: [NH:1]1[C:9]2[C:4](=[CH:5][CH:6]=[CH:7][CH:8]=2)[C:3]([CH2:10][C:11]#[N:12])=[CH:2]1.[C:13](O[C:13]([O:15][C:16]([CH3:19])([CH3:18])[CH3:17])=[O:14])([O:15][C:16]([CH3:19])([CH3:18])[CH3:17])=[O:14]. Product: [C:11]([CH2:10][C:3]1[C:4]2[C:9](=[CH:8][CH:7]=[CH:6][CH:5]=2)[N:1]([C:13]([O:15][C:16]([CH3:19])([CH3:18])[CH3:17])=[O:14])[CH:2]=1)#[N:12]. The catalyst class is: 143. (6) Reactant: [Cl:1][C:2]1[CH:27]=[N:26][C:5]2=[N:6][C:7]([N:12]3[CH2:17][CH2:16][N:15]([C:18]([O:20][C:21]([CH3:24])([CH3:23])[CH3:22])=[O:19])[C@@H:14]([CH3:25])[CH2:13]3)=[C:8]([NH:10][NH2:11])[N:9]=[C:4]2[CH:3]=1.[CH:28](OC)(OC)OC. Product: [Cl:1][C:2]1[CH:27]=[N:26][C:5]2[N:6]=[C:7]([N:12]3[CH2:17][CH2:16][N:15]([C:18]([O:20][C:21]([CH3:22])([CH3:23])[CH3:24])=[O:19])[C@@H:14]([CH3:25])[CH2:13]3)[C:8]3[N:9]([CH:28]=[N:11][N:10]=3)[C:4]=2[CH:3]=1. The catalyst class is: 28. (7) Reactant: [I:1][C:2]1[C:3]([OH:23])=[C:4]([CH:19]=[C:20]([I:22])[CH:21]=1)[C:5]([NH:7][C:8]1[CH:18]=[CH:17][C:11]([C:12]([O:14]CC)=[O:13])=[CH:10][CH:9]=1)=[O:6]. Product: [I:1][C:2]1[C:3]([OH:23])=[C:4]([CH:19]=[C:20]([I:22])[CH:21]=1)[C:5]([NH:7][C:8]1[CH:9]=[CH:10][C:11]([C:12]([OH:14])=[O:13])=[CH:17][CH:18]=1)=[O:6]. The catalyst class is: 562. (8) Reactant: [Cl:1][C:2]1[CH:8]=[CH:7][C:5]([NH2:6])=[CH:4][CH:3]=1.[OH:9][C:10]1[CH:18]=[CH:17][C:13]([C:14](Cl)=[O:15])=[C:12]([N+:19]([O-:21])=[O:20])[CH:11]=1.C(N(CC)CC)C. Product: [Cl:1][C:2]1[CH:8]=[CH:7][C:5]([NH:6][C:14](=[O:15])[C:13]2[CH:17]=[CH:18][C:10]([OH:9])=[CH:11][C:12]=2[N+:19]([O-:21])=[O:20])=[CH:4][CH:3]=1. The catalyst class is: 34. (9) Reactant: [Br:1][C:2]1[CH:7]=[CH:6][C:5]([C:8]2([CH3:19])[CH2:13][CH2:12][N:11](C(OCC)=O)[CH2:10][CH2:9]2)=[CH:4][CH:3]=1.[OH-].[K+]. Product: [Br:1][C:2]1[CH:7]=[CH:6][C:5]([C:8]2([CH3:19])[CH2:9][CH2:10][NH:11][CH2:12][CH2:13]2)=[CH:4][CH:3]=1. The catalyst class is: 14. (10) Reactant: Cl[C:2]1[C:16]([N+:17]([O-:19])=[O:18])=[CH:15][CH:14]=[C:13]([Cl:20])[C:3]=1[C:4]([NH:6][C:7]1[CH:12]=[CH:11][CH:10]=[CH:9][CH:8]=1)=[O:5].CC([O-])=[O:23].[K+].C1OCCOCCOCCOCCOCCOC1.[OH-].[Na+]. Product: [Cl:20][C:13]1[C:3]([C:4]([NH:6][C:7]2[CH:12]=[CH:11][CH:10]=[CH:9][CH:8]=2)=[O:5])=[C:2]([OH:23])[C:16]([N+:17]([O-:19])=[O:18])=[CH:15][CH:14]=1. The catalyst class is: 58.